The task is: Predict the product of the given reaction.. This data is from Forward reaction prediction with 1.9M reactions from USPTO patents (1976-2016). (1) Given the reactants [Cl:1][CH2:2][CH2:3][O:4][C:5]1[C:6]([O:34][CH3:35])=[CH:7][C:8]2[N:12]=[CH:11][N:10]([C:13]3[S:17][C:16]([C:18]([OH:20])=O)=[C:15]([O:21][CH2:22][C:23]4[CH:28]=[CH:27][CH:26]=[CH:25][C:24]=4[C:29]([F:32])([F:31])[F:30])[CH:14]=3)[C:9]=2[CH:33]=1.[Cl-].[NH4+].C[N:39]1CCOCC1.ON1C2C=CC=CC=2N=N1.Cl.CN(C)CCCN=C=NCC.Cl, predict the reaction product. The product is: [Cl:1][CH2:2][CH2:3][O:4][C:5]1[C:6]([O:34][CH3:35])=[CH:7][C:8]2[N:12]=[CH:11][N:10]([C:13]3[S:17][C:16]([C:18]([NH2:39])=[O:20])=[C:15]([O:21][CH2:22][C:23]4[CH:28]=[CH:27][CH:26]=[CH:25][C:24]=4[C:29]([F:31])([F:32])[F:30])[CH:14]=3)[C:9]=2[CH:33]=1. (2) Given the reactants B([O-])([O-])[O-].C(N(CC(O)=O)CC(O)=O)C[N:7](CC(O)=O)CC(O)=O.Cl.[CH3:26][O:27][C:28](=[O:32])[C@H:29]([CH3:31])[NH2:30].[NH2:33][C@H:34]([C:40]([OH:42])=[O:41])[CH2:35][CH2:36][C:37](=[O:39])[NH2:38].N[C@H:44](C(O)=O)[CH2:45][C:46](=[O:48])[NH2:47], predict the reaction product. The product is: [NH2:30][C@H:29]([C:28]([NH:33][C@H:34]([C:40]([OH:42])=[O:41])[CH2:35][CH2:36][C:37](=[O:39])[NH2:38])=[O:27])[CH3:31].[CH3:26][O:27][C:28](=[O:32])[C@H:29]([CH3:31])[NH2:30].[NH2:33][C@H:34]([C:40]([OH:42])=[O:41])[CH2:35][CH2:36][C:37](=[O:39])[NH2:38].[NH2:7][C@H:45]([C:46]([NH2:47])=[O:48])[CH3:44]. (3) Given the reactants [OH:1][C:2]1[C:3]([C:18](=O)[CH3:19])=[N:4][N:5]([CH3:17])[C:6]=1[C:7]1[CH:12]=[CH:11][C:10]([C:13]([F:16])([F:15])[F:14])=[CH:9][CH:8]=1.[CH3:21][CH:22]([NH:24][C:25]([C:27]1[S:28][C:29]([C:32]([NH:34][NH2:35])=[O:33])=[CH:30][CH:31]=1)=[O:26])[CH3:23].C1(C)C=CC(S(O)(=O)=O)=CC=1, predict the reaction product. The product is: [CH3:23][CH:22]([NH:24][C:25]([C:27]1[S:28][C:29]([C:32]([NH:34][N:35]=[C:18]([C:3]2[C:2]([OH:1])=[C:6]([C:7]3[CH:12]=[CH:11][C:10]([C:13]([F:16])([F:15])[F:14])=[CH:9][CH:8]=3)[N:5]([CH3:17])[N:4]=2)[CH3:19])=[O:33])=[CH:30][CH:31]=1)=[O:26])[CH3:21]. (4) Given the reactants N#N.ClC(Cl)C.CO[C:9]1[CH:23]=[CH:22][CH:21]=[CH:20][C:10]=1[O:11][C:12]1[CH:13]=[C:14]([CH:17]=[CH:18][CH:19]=1)[CH:15]=O.C(OC([N:31]1[CH2:37][CH2:36][CH2:35][NH:34][CH2:33][CH2:32]1)=O)(C)(C)C.C(O[BH-](OC(=O)C)OC(=O)C)(=O)C.[Na+], predict the reaction product. The product is: [O:11]([C:12]1[CH:13]=[C:14]([CH:17]=[CH:18][CH:19]=1)[CH2:15][N:31]1[CH2:37][CH2:36][CH2:35][NH:34][CH2:33][CH2:32]1)[C:10]1[CH:20]=[CH:21][CH:22]=[CH:23][CH:9]=1.